This data is from Catalyst prediction with 721,799 reactions and 888 catalyst types from USPTO. The task is: Predict which catalyst facilitates the given reaction. (1) Reactant: [CH3:1][C:2]1[C:11]([N+:12]([O-:14])=[O:13])=[CH:10][C:5]([C:6]([O:8][CH3:9])=[O:7])=[CH:4][C:3]=1[N+:15]([O-:17])=[O:16].CO[CH:20](OC)[N:21]([CH3:23])[CH3:22]. Product: [CH3:20][N:21]([CH3:23])/[CH:22]=[CH:1]/[C:2]1[C:11]([N+:12]([O-:14])=[O:13])=[CH:10][C:5]([C:6]([O:8][CH3:9])=[O:7])=[CH:4][C:3]=1[N+:15]([O-:17])=[O:16]. The catalyst class is: 11. (2) Reactant: [BH4-].[Na+].[C:3]([O:7][C:8]([N:10]1[CH2:15][CH2:14][CH:13]([C:16](=[O:23])[CH2:17][C:18]([O:20][CH2:21][CH3:22])=[O:19])[CH2:12][CH2:11]1)=[O:9])([CH3:6])([CH3:5])[CH3:4]. Product: [C:3]([O:7][C:8]([N:10]1[CH2:15][CH2:14][CH:13]([CH:16]([OH:23])[CH2:17][C:18]([O:20][CH2:21][CH3:22])=[O:19])[CH2:12][CH2:11]1)=[O:9])([CH3:5])([CH3:6])[CH3:4]. The catalyst class is: 14. (3) Reactant: [Cl:1][C:2]1[CH:14]=[CH:13][C:5]([CH2:6][N:7]2[CH:11]=[CH:10][CH:9]=[N+:8]2[O-:12])=[CH:4][C:3]=1[F:15].C([O-])([O-])=O.[K+].[K+].[Br:22]Br. Product: [Br:22][C:11]1[N:7]([CH2:6][C:5]2[CH:13]=[CH:14][C:2]([Cl:1])=[C:3]([F:15])[CH:4]=2)[N+:8]([O-:12])=[CH:9][CH:10]=1. The catalyst class is: 2. (4) Reactant: [CH:1]1([CH2:4][O:5][C:6]2[CH:7]=[C:8]3[C:13](=[CH:14][CH:15]=2)[CH2:12][NH:11][CH2:10][CH:9]3[F:16])[CH2:3][CH2:2]1.C(OC(=O)[NH:23][C@H:24]([C:26]1[CH:31]=[CH:30][C:29]([CH:32]=O)=[CH:28][CH:27]=1)[CH3:25])(C)(C)C.CC(O)=O.C(O[BH-](OC(=O)C)OC(=O)C)(=O)C.[Na+]. Product: [CH:1]1([CH2:4][O:5][C:6]2[CH:7]=[C:8]3[C:13](=[CH:14][CH:15]=2)[CH2:12][N:11]([CH2:32][C:29]2[CH:30]=[CH:31][C:26]([C@@H:24]([NH2:23])[CH3:25])=[CH:27][CH:28]=2)[CH2:10][CH:9]3[F:16])[CH2:2][CH2:3]1. The catalyst class is: 1. (5) Reactant: [CH2:1]([N:8]1[C:20](=[O:21])[C:19]2[S:18][C:17]3[N:16]=[CH:15][CH:14]=[CH:13][C:12]=3[C:11]=2[N:10]=[C:9]1[CH:22](Br)[CH:23]([CH3:25])[CH3:24])[C:2]1[CH:7]=[CH:6][CH:5]=[CH:4][CH:3]=1.[N-:27]=[N+:28]=[N-:29].[Na+]. The catalyst class is: 39. Product: [N:27]([CH:22]([C:9]1[N:8]([CH2:1][C:2]2[CH:7]=[CH:6][CH:5]=[CH:4][CH:3]=2)[C:20](=[O:21])[C:19]2[S:18][C:17]3[N:16]=[CH:15][CH:14]=[CH:13][C:12]=3[C:11]=2[N:10]=1)[CH:23]([CH3:25])[CH3:24])=[N+:28]=[N-:29]. (6) Reactant: C([O:3][C:4](=[O:32])[CH2:5][C@@H:6]1[CH2:10][S:9][C:8]([C:11]2[NH:12][C:13]3[C:18]([CH:19]=2)=[CH:17][C:16]([CH3:20])=[CH:15][C:14]=3[NH:21][CH:22]2[CH2:31][CH2:30][C:25]3(OCC[O:26]3)[CH2:24][CH2:23]2)=[N:7]1)C.Cl. Product: [CH3:20][C:16]1[CH:17]=[C:18]2[C:13](=[C:14]([NH:21][CH:22]3[CH2:31][CH2:30][C:25](=[O:26])[CH2:24][CH2:23]3)[CH:15]=1)[NH:12][C:11]([C:8]1[S:9][CH2:10][C@@H:6]([CH2:5][C:4]([OH:32])=[O:3])[N:7]=1)=[CH:19]2. The catalyst class is: 5.